The task is: Predict which catalyst facilitates the given reaction.. This data is from Catalyst prediction with 721,799 reactions and 888 catalyst types from USPTO. (1) Reactant: O.O.O.O.[Cl-].[Mn+2:6].[Cl-].C12C=C3N=C(C=C3)C=C3NC(C=C3)=CC3=NC(C=C3)=CC(N1)=CC=2.[C:32]([C:34]1[CH:39]=[CH:38][C:37]([C:40]2[C:59]3[NH:60][C:56](=[CH:57][CH:58]=3)[C:55]([C:61]3[CH:66]=[CH:65][C:64]([C:67]#[CH:68])=[CH:63][CH:62]=3)=[C:54]3[N:69]=[C:51]([CH:52]=[CH:53]3)[C:50]([C:70]3[CH:75]=[CH:74][C:73]([C:76]#[CH:77])=[CH:72][CH:71]=3)=[C:49]3[NH:78][C:46]([CH:47]=[CH:48]3)=[C:45]([C:79]3[CH:84]=[CH:83][C:82]([C:85]#[CH:86])=[CH:81][CH:80]=3)[C:44]3=[N:87][C:41]=2[CH:42]=[CH:43]3)=[CH:36][CH:35]=1)#[CH:33]. Product: [C:76]([C:73]1[CH:72]=[CH:71][C:70]([C:50]2[C:49]3[NH:78][C:46](=[CH:47][CH:48]=3)[C:45]([C:79]3[CH:84]=[CH:83][C:82]([C:85]#[CH:86])=[CH:81][CH:80]=3)=[C:44]3[N:87]=[C:41]([CH:42]=[CH:43]3)[C:40]([C:37]3[CH:38]=[CH:39][C:34]([C:32]#[CH:33])=[CH:35][CH:36]=3)=[C:59]3[NH:60][C:56]([CH:57]=[CH:58]3)=[C:55]([C:61]3[CH:62]=[CH:63][C:64]([C:67]#[CH:68])=[CH:65][CH:66]=3)[C:54]3=[N:69][C:51]=2[CH:52]=[CH:53]3)=[CH:75][CH:74]=1)#[CH:77].[Mn:6]. The catalyst class is: 3. (2) Reactant: [CH2:1]([O:8][C:9]1[N:17]=[CH:16][N:15]=[C:14]2[C:10]=1[NH:11][CH:12]=[N:13]2)[C:2]1[CH:7]=[CH:6][CH:5]=[CH:4][CH:3]=1.C(=O)([O-])[O-].[K+].[K+].[CH3:24][O:25][C:26](=[O:29])[CH2:27]Br. Product: [CH2:1]([O:8][C:9]1[N:17]=[CH:16][N:15]=[C:14]2[C:10]=1[N:11]=[CH:12][N:13]2[CH2:27][C:26]([O:25][CH3:24])=[O:29])[C:2]1[CH:7]=[CH:6][CH:5]=[CH:4][CH:3]=1. The catalyst class is: 3. (3) Reactant: [F:1][C:2]1[CH:7]=[C:6]([I:8])[CH:5]=[CH:4][C:3]=1[NH:9][C:10]1[C:15]([N+:16]([O-])=O)=[CH:14][N:13]([CH3:19])[C:12](=[O:20])[CH:11]=1. Product: [NH2:16][C:15]1[C:10]([NH:9][C:3]2[CH:4]=[CH:5][C:6]([I:8])=[CH:7][C:2]=2[F:1])=[CH:11][C:12](=[O:20])[N:13]([CH3:19])[CH:14]=1. The catalyst class is: 447.